From a dataset of Forward reaction prediction with 1.9M reactions from USPTO patents (1976-2016). Predict the product of the given reaction. (1) Given the reactants C([O:5][C:6](=[O:18])[CH2:7][O:8][C:9]1[CH:14]=[CH:13][C:12]([Cl:15])=[CH:11][C:10]=1[C:16]#[CH:17])(C)(C)C.Br[C:20]1[CH:25]=[C:24]([S:26]([CH2:29][CH:30]([CH3:32])[CH3:31])(=[O:28])=[O:27])[CH:23]=[CH:22][C:21]=1[CH3:33], predict the reaction product. The product is: [Cl:15][C:12]1[CH:13]=[CH:14][C:9]([O:8][CH2:7][C:6]([OH:5])=[O:18])=[C:10]([C:16]#[C:17][C:22]2[CH:23]=[C:24]([S:26]([CH2:29][CH:30]([CH3:31])[CH3:32])(=[O:27])=[O:28])[CH:25]=[CH:20][C:21]=2[CH3:33])[CH:11]=1. (2) Given the reactants [H-].[Na+].[CH3:3][C:4]1[C:10]([CH3:11])=[CH:9][C:7]([NH2:8])=[C:6]([N+:12]([O-:14])=[O:13])[CH:5]=1.Br[CH2:16][CH2:17][CH2:18][C:19]1[CH:20]=[N:21][CH:22]=[CH:23][CH:24]=1, predict the reaction product. The product is: [CH3:3][C:4]1[C:10]([CH3:11])=[CH:9][C:7]([NH:8][CH2:16][CH2:17][CH2:18][C:19]2[CH:20]=[N:21][CH:22]=[CH:23][CH:24]=2)=[C:6]([N+:12]([O-:14])=[O:13])[CH:5]=1.